The task is: Predict the reaction yield, written as a fraction of the theoretical maximum amount of product (1.0 means a 100% yield; for example, 0.34 means a 34% yield).. This data is from Reaction yield outcomes from USPTO patents with 853,638 reactions. (1) The reactants are [NH2:1][C:2]1[CH:7]=[CH:6][C:5]([N:8]2[C@@H:12]3[CH2:13][CH2:14][CH2:15][CH2:16][C@H:11]3[N:10]([C:17]3[CH:24]=[CH:23][C:20]([C:21]#[N:22])=[C:19]([C:25]([F:28])([F:27])[F:26])[CH:18]=3)[C:9]2=[O:29])=[CH:4][C:3]=1[F:30].N1C=CC=CC=1.[CH3:37][S:38](Cl)(=[O:40])=[O:39]. The catalyst is C(Cl)Cl. The product is [C:21]([C:20]1[CH:23]=[CH:24][C:17]([N:10]2[C@@H:11]3[CH2:16][CH2:15][CH2:14][CH2:13][C@H:12]3[N:8]([C:5]3[CH:6]=[CH:7][C:2]([NH:1][S:38]([CH3:37])(=[O:40])=[O:39])=[C:3]([F:30])[CH:4]=3)[C:9]2=[O:29])=[CH:18][C:19]=1[C:25]([F:27])([F:28])[F:26])#[N:22]. The yield is 0.253. (2) The reactants are [CH2:1]([O:3][C:4]([C:6]1([C:9]2[CH:14]=[CH:13][C:12]([C:15]3[CH:20]=[CH:19][C:18]([C:21]4[S:22][CH:23]=[CH:24][C:25]=4[NH:26][C:27]([O:29][CH:30]([C:32]4[CH:37]=[CH:36][CH:35]=[CH:34][C:33]=4[Cl:38])[CH3:31])=[O:28])=[CH:17][CH:16]=3)=[CH:11][CH:10]=2)[CH2:8][CH2:7]1)=[O:5])[CH3:2].[Br:39]N1C(=O)CCC1=O.C1(C)C=CC=CC=1.C(=O)([O-])O.[Na+]. The catalyst is CN(C)C=O. The product is [CH2:1]([O:3][C:4]([C:6]1([C:9]2[CH:10]=[CH:11][C:12]([C:15]3[CH:20]=[CH:19][C:18]([C:21]4[S:22][C:23]([Br:39])=[CH:24][C:25]=4[NH:26][C:27]([O:29][CH:30]([C:32]4[CH:37]=[CH:36][CH:35]=[CH:34][C:33]=4[Cl:38])[CH3:31])=[O:28])=[CH:17][CH:16]=3)=[CH:13][CH:14]=2)[CH2:7][CH2:8]1)=[O:5])[CH3:2]. The yield is 0.540. (3) The reactants are Br[CH:2]([CH3:4])[CH3:3].[OH:5][C:6]1[CH:7]=[C:8]([CH:12]=[C:13]([C:16]([F:19])([F:18])[F:17])[C:14]=1[OH:15])[C:9]([OH:11])=[O:10].[C:20]([O-])([O-])=O.[K+].[K+].[OH-].[Na+].CCO[C:31]([CH3:33])=O. The catalyst is CN(C=O)C.O1CCOCC1. The product is [CH:2]([O:5][C:6]1[CH:7]=[C:8]([CH:12]=[C:13]([C:16]([F:17])([F:18])[F:19])[C:14]=1[O:15][CH:31]([CH3:33])[CH3:20])[C:9]([OH:11])=[O:10])([CH3:4])[CH3:3]. The yield is 0.330. (4) The reactants are ClC1C=C([NH:8][C:9](=[O:36])[CH2:10][N:11]2[C:20]3[C:15](=[N:16][C:17]([O:21]C)=[CH:18][CH:19]=3)[C:14](=[O:23])[C:13]([C:24]([C:26]3[CH:35]=[CH:34][C:33]4[C:28](=[CH:29][CH:30]=[CH:31][CH:32]=4)[CH:27]=3)=[O:25])=[CH:12]2)C=CC=1.[Li+].[Cl-:38].O.[C:40]1(C)[CH:45]=[CH:44][C:43](S(O)(=O)=O)=[CH:42][CH:41]=1. The catalyst is CN(C=O)C. The product is [Cl:38][C:40]1[CH:45]=[CH:44][C:43]([NH:8][C:9](=[O:36])[CH2:10][N:11]2[C:20]3[C:15](=[N:16][C:17]([OH:21])=[CH:18][CH:19]=3)[C:14](=[O:23])[C:13]([C:24]([C:26]3[CH:35]=[CH:34][C:33]4[C:28](=[CH:29][CH:30]=[CH:31][CH:32]=4)[CH:27]=3)=[O:25])=[CH:12]2)=[CH:42][CH:41]=1. The yield is 0.570. (5) The reactants are [Li+].[BH4-].C([O:7][C:8](=O)[CH2:9][C:10]1[N:19]=[C:18]2[C:13]([CH2:14][CH2:15][CH2:16][N:17]2[C:20]([O:22][C:23]([CH3:26])([CH3:25])[CH3:24])=[O:21])=[C:12]([CH3:27])[CH:11]=1)(C)(C)C. The catalyst is C1COCC1. The product is [OH:7][CH2:8][CH2:9][C:10]1[N:19]=[C:18]2[C:13]([CH2:14][CH2:15][CH2:16][N:17]2[C:20]([O:22][C:23]([CH3:25])([CH3:24])[CH3:26])=[O:21])=[C:12]([CH3:27])[CH:11]=1. The yield is 0.430. (6) The reactants are [CH:1]1([N:6]2[CH2:11][CH2:10][N:9]([C:12]([C:14]3[CH:15]=[C:16]4[C:20](=[CH:21][CH:22]=3)[NH:19][C:18]([C:23]([N:25]3[CH2:30][CH2:29][S:28](=[O:32])(=[O:31])[CH2:27][CH2:26]3)=[O:24])=[CH:17]4)=[O:13])[CH2:8][CH2:7]2)[CH2:5][CH2:4][CH2:3][CH2:2]1.[CH3:33][C:34]1[CH:35]=[C:36](B(O)O)[CH:37]=[CH:38][CH:39]=1.N1C=CC=CC=1. The product is [CH:1]1([N:6]2[CH2:7][CH2:8][N:9]([C:12]([C:14]3[CH:15]=[C:16]4[C:20](=[CH:21][CH:22]=3)[N:19]([C:38]3[CH:39]=[C:34]([CH3:33])[CH:35]=[CH:36][CH:37]=3)[C:18]([C:23]([N:25]3[CH2:30][CH2:29][S:28](=[O:31])(=[O:32])[CH2:27][CH2:26]3)=[O:24])=[CH:17]4)=[O:13])[CH2:10][CH2:11]2)[CH2:2][CH2:3][CH2:4][CH2:5]1. The yield is 0.760. The catalyst is ClCCl.C([O-])(=O)C.[Cu+2].C([O-])(=O)C.